This data is from Full USPTO retrosynthesis dataset with 1.9M reactions from patents (1976-2016). The task is: Predict the reactants needed to synthesize the given product. (1) Given the product [F:20][C:2]([F:1])([F:19])[C:3]1[CH:4]=[CH:5][C:6]([C:9]2[O:13][N:12]=[CH:11][C:10]=2[CH2:14][OH:15])=[CH:7][CH:8]=1, predict the reactants needed to synthesize it. The reactants are: [F:1][C:2]([F:20])([F:19])[C:3]1[CH:8]=[CH:7][C:6]([C:9]2[O:13][N:12]=[CH:11][C:10]=2[C:14](OCC)=[O:15])=[CH:5][CH:4]=1.[H-].C([Al+]CC(C)C)C(C)C.Cl. (2) Given the product [Br:38][CH2:39][CH2:40][CH2:41][N:10]1[S:9](=[O:17])(=[O:18])[N:8]([C:5]2[CH:6]=[CH:7][C:2]([Cl:1])=[CH:3][CH:4]=2)[C:12]2[CH:13]=[CH:14][CH:15]=[CH:16][C:11]1=2, predict the reactants needed to synthesize it. The reactants are: [Cl:1][C:2]1[CH:7]=[CH:6][C:5]([N:8]2[C:12]3[CH:13]=[CH:14][CH:15]=[CH:16][C:11]=3[NH:10][S:9]2(=[O:18])=[O:17])=[CH:4][CH:3]=1.C1(P(C2C=CC=CC=2)C2C=CC=CC=2)C=CC=CC=1.[Br:38][CH2:39][CH2:40][CH2:41]O.CC(OC(/N=N/C(OC(C)C)=O)=O)C. (3) Given the product [Cl:24][C:23]1[C:18]([O:1][CH2:2][CH:3]([NH:5][C:6]([C:8]2[C:9]([CH:14]([F:16])[F:15])=[N:10][N:11]([CH3:13])[CH:12]=2)=[O:7])[CH3:4])=[N:19][CH:20]=[C:21]([C:25]([F:27])([F:26])[F:28])[CH:22]=1, predict the reactants needed to synthesize it. The reactants are: [OH:1][CH2:2][CH:3]([NH:5][C:6]([C:8]1[C:9]([CH:14]([F:16])[F:15])=[N:10][N:11]([CH3:13])[CH:12]=1)=[O:7])[CH3:4].Br[C:18]1[C:23]([Cl:24])=[CH:22][C:21]([C:25]([F:28])([F:27])[F:26])=[CH:20][N:19]=1.C(=O)([O-])[O-].[K+].[K+]. (4) The reactants are: Cl[C:2]1[CH:11]=[CH:10][C:9]2[C:8]([C:12]([NH:14][CH2:15][CH2:16][C:17]34[CH2:26][CH:21]5[CH2:22][CH:23]([CH2:25][CH:19]([CH2:20]5)[CH2:18]3)[CH2:24]4)=[O:13])=[C:7]([Cl:27])[CH:6]=[CH:5][C:4]=2[N:3]=1.C(N(CC)CC)C.[NH:35]1[CH2:40][CH2:39][NH:38][CH2:37][CH2:36]1.C(=O)(O)[O-].[Na+]. Given the product [Cl:27][C:7]1[CH:6]=[CH:5][C:4]2[N:3]=[C:2]([N:35]3[CH2:40][CH2:39][NH:38][CH2:37][CH2:36]3)[CH:11]=[CH:10][C:9]=2[C:8]=1[C:12]([NH:14][CH2:15][CH2:16][C:17]12[CH2:18][CH:19]3[CH2:20][CH:21]([CH2:22][CH:23]([CH2:25]3)[CH2:24]1)[CH2:26]2)=[O:13], predict the reactants needed to synthesize it. (5) Given the product [Cl:13][C:14]1[CH:15]=[CH:16][C:17]([C:20]2[N:25]=[CH:24][N:23]=[C:22]([CH2:26][CH2:27][CH2:28][N:32]3[C:33](=[O:35])[CH2:34][O:30][C:31]3=[O:36])[CH:21]=2)=[CH:18][CH:19]=1, predict the reactants needed to synthesize it. The reactants are: N(C(OCC)=O)=NC(OCC)=O.[Cl:13][C:14]1[CH:19]=[CH:18][C:17]([C:20]2[N:25]=[CH:24][N:23]=[C:22]([CH2:26][CH2:27][CH2:28]O)[CH:21]=2)=[CH:16][CH:15]=1.[O:30]1[CH2:34][C:33](=[O:35])[NH:32][C:31]1=[O:36].C1(P(C2C=CC=CC=2)C2C=CC=CC=2)C=CC=CC=1. (6) Given the product [I:18][CH:29]1[CH:28]([C:31]2[CH:36]=[CH:35][CH:34]=[CH:33][CH:32]=2)[CH:27]([C:37]2[CH:38]=[CH:39][C:40]([O:43][C:44](=[O:49])[C:45]([CH3:48])([CH3:47])[CH3:46])=[CH:41][CH:42]=2)[C:24]2[C:23](=[CH:22][C:21]([O:20][CH3:19])=[CH:26][CH:25]=2)[CH2:30]1, predict the reactants needed to synthesize it. The reactants are: [B-](F)(F)(F)F.C1C=CN=CC=1.C1C=CN=CC=1.[IH2+:18].[CH3:19][O:20][C:21]1[CH:26]=[CH:25][C:24]([CH:27]([C:37]2[CH:42]=[CH:41][C:40]([O:43][C:44](=[O:49])[C:45]([CH3:48])([CH3:47])[CH3:46])=[CH:39][CH:38]=2)[CH:28]([C:31]2[CH:36]=[CH:35][CH:34]=[CH:33][CH:32]=2)[CH:29]=[CH2:30])=[CH:23][CH:22]=1.[Cl-].[NH4+]. (7) Given the product [CH3:29][CH:5]1[C:4]2[C:8](=[C:9]([CH3:11])[CH:10]=[C:2]([C:35]3[CH:36]=[CH:37][C:32]([C:31]([F:42])([F:41])[F:30])=[CH:33][CH:34]=3)[CH:3]=2)[N:7]([S:12]([C:15]2[CH:27]=[CH:26][C:18]([O:19][CH2:20][C:21]([OH:23])=[O:22])=[C:17]([CH3:28])[CH:16]=2)(=[O:13])=[O:14])[CH2:6]1, predict the reactants needed to synthesize it. The reactants are: Br[C:2]1[CH:3]=[C:4]2[C:8](=[C:9]([CH3:11])[CH:10]=1)[N:7]([S:12]([C:15]1[CH:27]=[CH:26][C:18]([O:19][CH2:20][C:21]([O:23]CC)=[O:22])=[C:17]([CH3:28])[CH:16]=1)(=[O:14])=[O:13])[CH2:6][CH:5]2[CH3:29].[F:30][C:31]([F:42])([F:41])[C:32]1[CH:37]=[CH:36][C:35](B(O)O)=[CH:34][CH:33]=1.C(=O)([O-])[O-].[Na+].[Na+]. (8) Given the product [Cl:18][C:15]1[N:14]=[C:13]([NH:19][CH:20]2[CH2:21][CH2:22][NH:23][CH2:24][CH2:25]2)[C:12]([NH2:11])=[CH:17][N:16]=1, predict the reactants needed to synthesize it. The reactants are: ClC(OC1C=CC=CC=1)=O.[NH2:11][C:12]1[C:13]([NH:19][CH:20]2[CH2:25][CH2:24][N:23](C(OC(C)(C)C)=O)[CH2:22][CH2:21]2)=[N:14][C:15]([Cl:18])=[N:16][CH:17]=1.C([O-])(O)=O.[Na+]. (9) Given the product [CH2:27]([O:26][C:24]([NH:1][CH2:2][C@@H:3]([C:12]([OH:14])=[O:13])[NH:4][C:5]([O:7][C:8]([CH3:9])([CH3:10])[CH3:11])=[O:6])=[O:25])[C:28]1[CH:33]=[CH:32][CH:31]=[CH:30][CH:29]=1, predict the reactants needed to synthesize it. The reactants are: [NH2:1][CH2:2][C@@H:3]([C:12]([OH:14])=[O:13])[NH:4][C:5]([O:7][C:8]([CH3:11])([CH3:10])[CH3:9])=[O:6].[OH-].[K+].C(=O)([O-])[O-].[K+].[K+].Cl[C:24]([O:26][CH2:27][C:28]1[CH:33]=[CH:32][CH:31]=[CH:30][CH:29]=1)=[O:25].